The task is: Predict the reactants needed to synthesize the given product.. This data is from Full USPTO retrosynthesis dataset with 1.9M reactions from patents (1976-2016). (1) The reactants are: [CH2:1]([O:5][C:6]1[N:14]=[C:13]2[C:9]([N:10]=[C:11]([O:26][CH3:27])[N:12]2[CH2:15][C:16]2[CH:17]=[N:18][C:19]([O:22][CH2:23][CH2:24]O)=[CH:20][CH:21]=2)=[C:8]([NH2:28])[N:7]=1)[CH2:2][CH2:3][CH3:4].C(N(CC)CC)C.CS([Cl:40])(=O)=O. Given the product [CH2:1]([O:5][C:6]1[N:14]=[C:13]2[C:9]([N:10]=[C:11]([O:26][CH3:27])[N:12]2[CH2:15][C:16]2[CH:17]=[N:18][C:19]([O:22][CH2:23][CH2:24][Cl:40])=[CH:20][CH:21]=2)=[C:8]([NH2:28])[N:7]=1)[CH2:2][CH2:3][CH3:4], predict the reactants needed to synthesize it. (2) Given the product [Br:1][C:2]1[CH:41]=[CH:40][C:39]([O:42][CH3:43])=[CH:38][C:3]=1[CH2:4][CH:5]1[CH2:6][CH2:7][N:8]([CH2:11][CH2:12][C:13]2[CH:14]=[C:15]([CH:35]=[CH:36][CH:37]=2)[C:16]([NH:18][CH2:19][C:20]2[CH:25]=[CH:24][CH:23]=[C:22]([CH2:26][OH:27])[CH:21]=2)=[O:17])[CH2:9][CH2:10]1, predict the reactants needed to synthesize it. The reactants are: [Br:1][C:2]1[CH:41]=[CH:40][C:39]([O:42][CH3:43])=[CH:38][C:3]=1[CH2:4][CH:5]1[CH2:10][CH2:9][N:8]([CH2:11][CH2:12][C:13]2[CH:14]=[C:15]([CH:35]=[CH:36][CH:37]=2)[C:16]([NH:18][CH2:19][C:20]2[CH:25]=[CH:24][CH:23]=[C:22]([CH2:26][O:27][Si](C(C)(C)C)(C)C)[CH:21]=2)=[O:17])[CH2:7][CH2:6]1. (3) The reactants are: S(O)(=O)(=O)C.[CH2:6]([O:13][C:14]([C@H:16]1[CH2:21][CH2:20][C@@H:19]([NH2:22])[CH2:18][CH2:17]1)=[O:15])[C:7]1[CH:12]=[CH:11][CH:10]=[CH:9][CH:8]=1.C(N(CC)CC)C.[F:30][C:31]1[CH:32]=[N:33][C:34]([Cl:40])=[C:35]([CH:39]=1)[C:36](O)=[O:37].Cl.CN(C)CCCN=C=NCC.ON1C2C=CC=CC=2N=N1. Given the product [CH2:6]([O:13][C:14]([C@H:16]1[CH2:21][CH2:20][C@@H:19]([NH:22][C:36]([C:35]2[C:34]([Cl:40])=[N:33][CH:32]=[C:31]([F:30])[CH:39]=2)=[O:37])[CH2:18][CH2:17]1)=[O:15])[C:7]1[CH:12]=[CH:11][CH:10]=[CH:9][CH:8]=1, predict the reactants needed to synthesize it. (4) Given the product [ClH:31].[CH3:23][O:22][C:19]1[CH:20]=[C:21]2[C:16](=[CH:17][CH:18]=1)[CH2:15][NH:14][CH2:13][CH:12]2[N:3]1[C:4](=[O:11])[C:5]2[C:10](=[CH:9][CH:8]=[CH:7][CH:6]=2)[C:2]1=[O:1], predict the reactants needed to synthesize it. The reactants are: [O:1]=[C:2]1[C:10]2[C:5](=[CH:6][CH:7]=[CH:8][CH:9]=2)[C:4](=[O:11])[N:3]1[CH:12]1[C:21]2[C:16](=[CH:17][CH:18]=[C:19]([O:22][CH3:23])[CH:20]=2)[CH2:15][N:14](C(OC(C)(C)C)=O)[CH2:13]1.[ClH:31].O1CCOCC1. (5) Given the product [CH2:22]([O:24][C:25](=[O:30])[CH2:26][C:27]([NH:8][C:9]1[CH:14]=[C:13]([C:15]([CH3:17])([CH3:16])[CH3:18])[CH:12]=[CH:11][C:10]=1[C:19](=[O:21])[CH3:20])=[O:28])[CH3:23], predict the reactants needed to synthesize it. The reactants are: CCN(CC)CC.[NH2:8][C:9]1[CH:14]=[C:13]([C:15]([CH3:18])([CH3:17])[CH3:16])[CH:12]=[CH:11][C:10]=1[C:19](=[O:21])[CH3:20].[CH2:22]([O:24][C:25](=[O:30])[CH2:26][C:27](Cl)=[O:28])[CH3:23].CCCCCC. (6) Given the product [CH:1]1([N:6]2[CH:10]=[C:9]([CH:11]([C:32]([O:34][CH3:35])=[O:33])[C:12]([O:14][CH:15]3[CH2:16][CH2:17][CH2:18][CH2:19]3)=[O:13])[N:8]=[CH:7]2)[CH2:2][CH2:3][CH2:4][CH2:5]1, predict the reactants needed to synthesize it. The reactants are: [CH:1]1([N:6]2[CH:10]=[C:9]([CH2:11][C:12]([O:14][CH:15]3[CH2:19][CH2:18][CH2:17][CH2:16]3)=[O:13])[N:8]=[CH:7]2)[CH2:5][CH2:4][CH2:3][CH2:2]1.C[Si](C)(C)N[Si](C)(C)C.[Li].C([C:32]([O:34][CH3:35])=[O:33])#N.[NH4+].[Cl-]. (7) Given the product [Br:2][CH2:3][CH2:4][CH2:5][NH:6][C:8](=[O:7])[O:10][C:11]([CH3:14])([CH3:13])[CH3:12], predict the reactants needed to synthesize it. The reactants are: Br.[Br:2][CH2:3][CH2:4][CH2:5][NH2:6].[O:7](C(OC(C)(C)C)=O)[C:8]([O:10][C:11]([CH3:14])([CH3:13])[CH3:12])=O.C([O-])([O-])=O.[K+].[K+]. (8) Given the product [NH2:8][C:6]([C:5]1[CH:9]=[CH:10][C:2]([C:14]2[CH:22]=[CH:21][C:17]([C:18]([OH:20])=[O:19])=[CH:16][CH:15]=2)=[CH:3][CH:4]=1)=[O:7], predict the reactants needed to synthesize it. The reactants are: Br[C:2]1[CH:10]=[CH:9][C:5]([C:6]([NH2:8])=[O:7])=[CH:4][CH:3]=1.B([C:14]1[CH:22]=[CH:21][C:17]([C:18]([OH:20])=[O:19])=[CH:16][CH:15]=1)(O)O.